Dataset: Forward reaction prediction with 1.9M reactions from USPTO patents (1976-2016). Task: Predict the product of the given reaction. (1) Given the reactants [OH:1][C:2]1[CH:28]=[CH:27][C:5]([CH2:6][N:7]([C:17]2[CH:22]=[CH:21][C:20]([CH2:23][CH2:24][CH:25]=O)=[CH:19][CH:18]=2)[S:8]([C:11]2[CH:16]=[CH:15][CH:14]=[CH:13][CH:12]=2)(=[O:10])=[O:9])=[CH:4][CH:3]=1.[NH:29]1[CH2:33][CH2:32][CH2:31][CH2:30]1.[BH-](OC(C)=O)(OC(C)=O)OC(C)=O.[Na+].C(=O)(O)[O-].[Na+], predict the reaction product. The product is: [OH:1][C:2]1[CH:28]=[CH:27][C:5]([CH2:6][N:7]([C:17]2[CH:18]=[CH:19][C:20]([CH2:23][CH2:24][CH2:25][N:29]3[CH2:33][CH2:32][CH2:31][CH2:30]3)=[CH:21][CH:22]=2)[S:8]([C:11]2[CH:16]=[CH:15][CH:14]=[CH:13][CH:12]=2)(=[O:9])=[O:10])=[CH:4][CH:3]=1. (2) Given the reactants [C:1]1([C:7]2[CH:8]=[C:9]3[C:14](=[N:15][C:16]=2[C:17]2[CH:22]=[CH:21][CH:20]=[CH:19][CH:18]=2)[N:13]([CH2:23][CH2:24][CH2:25][CH2:26][CH2:27][CH2:28][C:29]([O:31]CC)=[O:30])[CH2:12][CH2:11][CH2:10]3)[CH:6]=[CH:5][CH:4]=[CH:3][CH:2]=1.[OH-].[Li+], predict the reaction product. The product is: [C:1]1([C:7]2[CH:8]=[C:9]3[C:14](=[N:15][C:16]=2[C:17]2[CH:18]=[CH:19][CH:20]=[CH:21][CH:22]=2)[N:13]([CH2:23][CH2:24][CH2:25][CH2:26][CH2:27][CH2:28][C:29]([OH:31])=[O:30])[CH2:12][CH2:11][CH2:10]3)[CH:2]=[CH:3][CH:4]=[CH:5][CH:6]=1. (3) Given the reactants [F:1][C:2]1[CH:3]=[CH:4][C:5](C#N)=[N:6][CH:7]=1.C[Mg]Br.[NH4+].[Cl-].C([O:18][CH2:19][CH3:20])(=O)C, predict the reaction product. The product is: [F:1][C:2]1[CH:3]=[CH:4][C:5]([C:19](=[O:18])[CH3:20])=[N:6][CH:7]=1. (4) Given the reactants [CH3:1][N:2]1[C:7]2[N:8]=[CH:9][C:10]([O:12][C:13]3[CH:18]=[CH:17][CH:16]=[C:15]([O:19][C:20]([F:23])([F:22])[F:21])[CH:14]=3)=[CH:11][C:6]=2[C:5](=[O:24])[N:4]([CH2:25][CH2:26][CH2:27][O:28][CH:29]2[CH2:34][CH2:33][CH2:32][CH2:31][O:30]2)[C:3]1=[O:35].[Li+].CC([N-]C(C)C)C.[CH3:44][CH:45]([CH3:49])[CH2:46][CH:47]=[O:48], predict the reaction product. The product is: [OH:48][CH:47]([C:11]1[C:6]2[C:5](=[O:24])[N:4]([CH2:25][CH2:26][CH2:27][O:28][CH:29]3[CH2:34][CH2:33][CH2:32][CH2:31][O:30]3)[C:3](=[O:35])[N:2]([CH3:1])[C:7]=2[N:8]=[CH:9][C:10]=1[O:12][C:13]1[CH:18]=[CH:17][CH:16]=[C:15]([O:19][C:20]([F:21])([F:22])[F:23])[CH:14]=1)[CH2:46][CH:45]([CH3:49])[CH3:44]. (5) Given the reactants Cl.Cl.[NH2:3][CH2:4][C@@:5]1([OH:13])[CH:10]2[CH2:11][CH2:12][N:7]([CH2:8][CH2:9]2)[CH2:6]1.[Cl:14][C:15]1[N:16]=[CH:17][N:18]([C:20]2[N:25]=[CH:24][N:23]=[C:22]([N:26]=[C:27](SC)SC)[CH:21]=2)[CH:19]=1.C(=O)([O-])[O-:33].[Cs+].[Cs+], predict the reaction product. The product is: [CH3:5][OH:13].[NH4+:3].[OH-:33].[Cl:14][C:15]1[N:16]=[CH:17][N:18]([C:20]2[N:25]=[CH:24][N:23]=[C:22]([NH:26][C:27]3[O:13][C@:5]4([CH2:4][N:3]=3)[CH:10]3[CH2:9][CH2:8][N:7]([CH2:12][CH2:11]3)[CH2:6]4)[CH:21]=2)[CH:19]=1. (6) Given the reactants Cl.[CH3:2][C:3]1[CH:8]=[CH:7][C:6]([NH:9]N)=[C:5]([N+:11]([O-:13])=[O:12])[CH:4]=1.[C:14]([C:17]1[CH:22]=[CH:21][CH:20]=[CH:19][N:18]=1)(=O)[CH3:15], predict the reaction product. The product is: [CH3:2][C:3]1[CH:8]=[C:7]2[C:6](=[C:5]([N+:11]([O-:13])=[O:12])[CH:4]=1)[NH:9][C:14]([C:17]1[CH:22]=[CH:21][CH:20]=[CH:19][N:18]=1)=[CH:15]2. (7) Given the reactants Br[C:2]1[CH:11]=[CH:10][C:9]2[C:4](=[CH:5][CH:6]=[C:7]([O:12][CH:13]3[CH2:18][CH2:17][CH:16]([C:19]([CH3:22])([CH3:21])[CH3:20])[CH2:15][CH2:14]3)[CH:8]=2)[CH:3]=1.[F:23][C:24]([F:32])([F:31])[C:25](N(OC)C)=[O:26], predict the reaction product. The product is: [C:19]([CH:16]1[CH2:15][CH2:14][CH:13]([O:12][C:7]2[CH:8]=[C:9]3[C:4](=[CH:5][CH:6]=2)[CH:3]=[C:2]([C:25](=[O:26])[C:24]([F:32])([F:31])[F:23])[CH:11]=[CH:10]3)[CH2:18][CH2:17]1)([CH3:20])([CH3:21])[CH3:22]. (8) Given the reactants [CH3:1][O:2][C:3]1[C:4]([CH3:15])=[C:5]2[C:9](=[CH:10][CH:11]=1)[N:8]([C:12]([OH:14])=[O:13])[CH:7]=[CH:6]2.[CH3:16][C:17](OC(OC(O[C:17]([CH3:19])([CH3:18])[CH3:16])=O)=O)([CH3:19])[CH3:18], predict the reaction product. The product is: [C:17]([O:13][C:12]([N:8]1[C:9]2[C:5](=[C:4]([CH3:15])[C:3]([O:2][CH3:1])=[CH:11][CH:10]=2)[CH:6]=[CH:7]1)=[O:14])([CH3:19])([CH3:18])[CH3:16].